This data is from Forward reaction prediction with 1.9M reactions from USPTO patents (1976-2016). The task is: Predict the product of the given reaction. (1) Given the reactants [CH2:1]([O:8][C:9]1[CH:10]=[C:11](Br)[C:12]2[S:16][CH:15]=[N:14][C:13]=2[CH:17]=1)[C:2]1[CH:7]=[CH:6][CH:5]=[CH:4][CH:3]=1.C(P(C(C)(C)C)C1C=CC=CC=1C1C(C(C)C)=CC(C(C)C)=CC=1C(C)C)(C)(C)C.[OH-:49].[K+].Cl, predict the reaction product. The product is: [CH2:1]([O:8][C:9]1[CH:10]=[C:11]([OH:49])[C:12]2[S:16][CH:15]=[N:14][C:13]=2[CH:17]=1)[C:2]1[CH:7]=[CH:6][CH:5]=[CH:4][CH:3]=1. (2) Given the reactants [CH2:1]([NH:9][C:10]([C@H:12]1[CH2:17][CH2:16][CH2:15][CH2:14][N:13]1C(OC(C)(C)C)=O)=[O:11])[CH2:2][CH2:3][CH2:4][CH2:5][CH2:6][CH2:7][CH3:8].FC(F)(F)C(O)=O, predict the reaction product. The product is: [CH2:1]([NH:9][C:10]([C@H:12]1[CH2:17][CH2:16][CH2:15][CH2:14][NH:13]1)=[O:11])[CH2:2][CH2:3][CH2:4][CH2:5][CH2:6][CH2:7][CH3:8]. (3) Given the reactants [Cl:1][C:2]1[N:3]=[C:4]([N:13]2[CH2:18][CH2:17][O:16][CH2:15][CH2:14]2)[C:5]2[CH:10]=[C:9]([CH:11]=O)[S:8][C:6]=2[N:7]=1.Cl.Cl.[CH:21]1([N:24]2[CH2:29][CH2:28][NH:27][CH2:26][CH2:25]2)[CH2:23][CH2:22]1.C(O[BH-](OC(=O)C)OC(=O)C)(=O)C.[Na+].COC(OC)OC, predict the reaction product. The product is: [Cl:1][C:2]1[N:3]=[C:4]([N:13]2[CH2:18][CH2:17][O:16][CH2:15][CH2:14]2)[C:5]2[CH:10]=[C:9]([CH2:11][N:27]3[CH2:28][CH2:29][N:24]([CH:21]4[CH2:23][CH2:22]4)[CH2:25][CH2:26]3)[S:8][C:6]=2[N:7]=1. (4) The product is: [N:13]1[CH:12]=[CH:11][N:8]2[CH:9]=[CH:10][C:5]([C:3]([NH2:15])=[O:2])=[N:6][C:7]=12. Given the reactants C[O:2][C:3]([C:5]1[CH:10]=[CH:9][N:8]2[CH:11]=[CH:12][N:13]=[C:7]2[N:6]=1)=O.[OH-].[NH4+:15], predict the reaction product. (5) Given the reactants [Br:1][C:2]1[CH:7]=[CH:6][C:5]([F:8])=[CH:4][C:3]=1[CH3:9].C([N-]C(C)C)(C)C.[Li+].CN([CH:21]=[O:22])C.Cl, predict the reaction product. The product is: [Br:1][C:2]1[C:3]([CH3:9])=[CH:4][C:5]([F:8])=[C:6]([CH:7]=1)[CH:21]=[O:22]. (6) Given the reactants Br[C:2]1[CH:3]=[CH:4][C:5]2[C@H:10]([CH2:11][CH2:12][O:13][Si:14]([C:17]([CH3:20])([CH3:19])[CH3:18])([CH3:16])[CH3:15])[O:9][CH2:8][CH2:7][C:6]=2[CH:21]=1.O1CCCOB1[C:28]1[CH:29]=[N:30][CH:31]=[CH:32][CH:33]=1.[OH-].[K+], predict the reaction product. The product is: [Si:14]([O:13][CH2:12][CH2:11][C@H:10]1[C:5]2[CH:4]=[CH:3][C:2]([C:28]3[CH:29]=[N:30][CH:31]=[CH:32][CH:33]=3)=[CH:21][C:6]=2[CH2:7][CH2:8][O:9]1)([C:17]([CH3:20])([CH3:19])[CH3:18])([CH3:16])[CH3:15].